Task: Predict which catalyst facilitates the given reaction.. Dataset: Catalyst prediction with 721,799 reactions and 888 catalyst types from USPTO Reactant: C1C=CC2N(O)N=[N:7]C=2C=1.CCN=C=NCCCN(C)C.Cl.Cl.[C:24]([O:28][C:29]([N:31]1[CH2:34][CH:33]([C:35]2[CH:40]=[CH:39][C:38]([NH:41][C:42]3[N:47]=[C:46]([CH2:48][CH2:49][C:50]4[CH:55]=[CH:54][CH:53]=[CH:52][C:51]=4[CH2:56][C:57]([OH:59])=O)[C:45]([C:60]([F:63])([F:62])[F:61])=[CH:44][N:43]=3)=[CH:37][CH:36]=2)[CH2:32]1)=[O:30])([CH3:27])([CH3:26])[CH3:25].CCN(CC)CC.C(=O)([O-])[O-].[NH4+].[NH4+]. Product: [NH2:7][C:57](=[O:59])[CH2:56][C:51]1[CH:52]=[CH:53][CH:54]=[CH:55][C:50]=1[CH2:49][CH2:48][C:46]1[C:45]([C:60]([F:62])([F:61])[F:63])=[CH:44][N:43]=[C:42]([NH:41][C:38]2[CH:39]=[CH:40][C:35]([CH:33]3[CH2:32][N:31]([C:29]([O:28][C:24]([CH3:25])([CH3:26])[CH3:27])=[O:30])[CH2:34]3)=[CH:36][CH:37]=2)[N:47]=1. The catalyst class is: 3.